Dataset: Full USPTO retrosynthesis dataset with 1.9M reactions from patents (1976-2016). Task: Predict the reactants needed to synthesize the given product. (1) Given the product [O:19]1[CH2:18][CH:17]([N:13]2[C:12]([C:10]3[O:3][N:4]=[C:5]([CH3:6])[N:7]=3)=[CH:16][N:15]=[CH:14]2)[CH2:23][O:22][C:21]2[CH:24]=[CH:25][CH:26]=[CH:27][C:20]1=2, predict the reactants needed to synthesize it. The reactants are: [H-].[Na+].[OH:3][NH:4][C:5](=[NH:7])[CH3:6].CO[C:10]([C:12]1[N:13]([CH:17]2[CH2:23][O:22][C:21]3[CH:24]=[CH:25][CH:26]=[CH:27][C:20]=3[O:19][CH2:18]2)[CH:14]=[N:15][CH:16]=1)=O.O. (2) Given the product [CH2:1]([N:8]1[C:12]([C:13]2[CH:14]=[CH:15][C:16]([F:19])=[CH:17][CH:18]=2)=[C:11]([Br:21])[C:10]([CH3:20])=[N:9]1)[C:2]1[CH:3]=[CH:4][CH:5]=[CH:6][CH:7]=1, predict the reactants needed to synthesize it. The reactants are: [CH2:1]([N:8]1[C:12]([C:13]2[CH:18]=[CH:17][C:16]([F:19])=[CH:15][CH:14]=2)=[CH:11][C:10]([CH3:20])=[N:9]1)[C:2]1[CH:7]=[CH:6][CH:5]=[CH:4][CH:3]=1.[Br:21]N1C(=O)CCC1=O. (3) Given the product [CH3:1][O:2][C:3]1[CH:4]=[C:5]2[C:10](=[CH:11][C:12]=1[O:13][CH3:14])[N:9]=[CH:8][CH:7]=[C:6]2[O:15][C:16]1[CH:22]=[CH:21][C:19]([NH:20][C:27](=[O:33])[O:28][CH2:29][C:37]2[CH:38]=[CH:39][CH:40]=[CH:41][C:36]=2[Cl:35])=[CH:18][CH:17]=1, predict the reactants needed to synthesize it. The reactants are: [CH3:1][O:2][C:3]1[CH:4]=[C:5]2[C:10](=[CH:11][C:12]=1[O:13][CH3:14])[N:9]=[CH:8][CH:7]=[C:6]2[O:15][C:16]1[CH:22]=[CH:21][C:19]([NH2:20])=[CH:18][CH:17]=1.ClC(Cl)(O[C:27](=[O:33])[O:28][C:29](Cl)(Cl)Cl)Cl.[Cl:35][C:36]1[CH:41]=[CH:40][CH:39]=[CH:38][C:37]=1CO.C(=O)(O)[O-].[Na+]. (4) Given the product [C:15]1([C:37]2[CH:38]=[CH:39][CH:40]=[CH:41][CH:42]=2)[CH:16]=[CH:17][C:18]([CH2:21][C@@H:22]([NH:69][C:43]([O:50][C:3]([CH3:2])([CH3:4])[CH3:54])=[O:61])[CH2:23][C:24](=[CH2:25])[C:52]([OH:60])=[O:53])=[CH:19][CH:20]=1, predict the reactants needed to synthesize it. The reactants are: C([Li])[CH2:2][CH2:3][CH3:4].C[Si](N[Si](C)(C)C)(C)C.[C:15]1([C:37]2[CH:42]=[CH:41][CH:40]=[CH:39][CH:38]=2)[CH:20]=[CH:19][C:18]([CH2:21][C@H:22]2N(CC3C=CC(OC)=CC=3)[C:25](=O)[CH2:24][CH2:23]2)=[CH:17][CH:16]=1.[C:43](Cl)(=[O:50])C1C=CC=CC=1.[CH2:52]=[O:53].[C:54]([O-])([O-])=O.[K+].[K+].[OH2:60].[OH-:61].[Li+].P(=O)(O)(O)O.[Cl-].[NH4+:69].